This data is from Reaction yield outcomes from USPTO patents with 853,638 reactions. The task is: Predict the reaction yield, written as a fraction of the theoretical maximum amount of product (1.0 means a 100% yield; for example, 0.34 means a 34% yield). (1) The reactants are [C:1]([C:4]1[CH:28]=[CH:27][C:7]([O:8][CH2:9][C:10]2[CH:15]=[CH:14][C:13]([CH:16](O)[C:17]3[CH:18]=[C:19]([CH:23]=[CH:24][CH:25]=3)[C:20]([OH:22])=[O:21])=[CH:12][CH:11]=2)=[C:6]([CH3:29])[C:5]=1[OH:30])(=[O:3])[CH3:2].ClCCl.CN(S(F)(F)[F:38])C.Cl. The catalyst is [OH-].[Na+].O1CCCC1. The product is [C:1]([C:4]1[CH:28]=[CH:27][C:7]([O:8][CH2:9][C:10]2[CH:15]=[CH:14][C:13]([CH:16]([F:38])[C:17]3[CH:18]=[C:19]([CH:23]=[CH:24][CH:25]=3)[C:20]([OH:22])=[O:21])=[CH:12][CH:11]=2)=[C:6]([CH3:29])[C:5]=1[OH:30])(=[O:3])[CH3:2]. The yield is 0.700. (2) The reactants are [CH3:1][O:2][CH2:3][C:4]1[N:5]=[C:6]([NH:9][C:10](=[O:16])[O:11][C:12]([CH3:15])([CH3:14])[CH3:13])[S:7][CH:8]=1.[Li]CCCC.[CH2:22]([Sn:26](Cl)([CH2:31][CH2:32][CH2:33][CH3:34])[CH2:27][CH2:28][CH2:29][CH3:30])[CH2:23][CH2:24][CH3:25]. The catalyst is C1COCC1. The product is [CH3:1][O:2][CH2:3][C:4]1[N:5]=[C:6]([NH:9][C:10](=[O:16])[O:11][C:12]([CH3:13])([CH3:15])[CH3:14])[S:7][C:8]=1[Sn:26]([CH2:27][CH2:28][CH2:29][CH3:30])([CH2:31][CH2:32][CH2:33][CH3:34])[CH2:22][CH2:23][CH2:24][CH3:25]. The yield is 0.650. (3) The reactants are [CH2:1]([O:8][C:9]([N:11]1[CH2:16][CH2:15][CH2:14][CH:13]([C:17]2[CH:22]=[CH:21][C:20]([CH3:23])=[C:19]([OH:24])[CH:18]=2)[CH2:12]1)=[O:10])[C:2]1[CH:7]=[CH:6][CH:5]=[CH:4][CH:3]=1.C(=O)([O-])[O-].[Cs+].[Cs+].[CH2:31]([O:33][C:34](=[O:39])[C:35](Br)([CH3:37])[CH3:36])[CH3:32]. The catalyst is CN(C)C=O.O. The product is [CH2:1]([O:8][C:9]([N:11]1[CH2:16][CH2:15][CH2:14][CH:13]([C:17]2[CH:22]=[CH:21][C:20]([CH3:23])=[C:19]([O:24][C:35]([C:34]([O:33][CH2:31][CH3:32])=[O:39])([CH3:37])[CH3:36])[CH:18]=2)[CH2:12]1)=[O:10])[C:2]1[CH:3]=[CH:4][CH:5]=[CH:6][CH:7]=1. The yield is 0.500. (4) The reactants are [O:1]1[C:5]2([CH2:10][CH2:9][C:8](=[O:11])[CH2:7][CH2:6]2)[O:4][CH2:3][CH2:2]1.[BH4-].[Na+]. The catalyst is CO. The product is [O:1]1[C:5]2([CH2:10][CH2:9][CH:8]([OH:11])[CH2:7][CH2:6]2)[O:4][CH2:3][CH2:2]1. The yield is 0.620. (5) The reactants are [CH:1]1([NH:4][C:5]2[N:10]=[C:9](O)[C:8]([C:12]#[N:13])=[C:7]([C:14]3[CH:19]=[CH:18][CH:17]=[C:16]([N+:20]([O-:22])=[O:21])[CH:15]=3)[N:6]=2)[CH2:3][CH2:2]1.O=P(Cl)(Cl)[Cl:25]. The catalyst is O1CCOCC1. The product is [Cl:25][C:9]1[C:8]([C:12]#[N:13])=[C:7]([C:14]2[CH:19]=[CH:18][CH:17]=[C:16]([N+:20]([O-:22])=[O:21])[CH:15]=2)[N:6]=[C:5]([NH:4][CH:1]2[CH2:3][CH2:2]2)[N:10]=1. The yield is 0.660.